Dataset: Full USPTO retrosynthesis dataset with 1.9M reactions from patents (1976-2016). Task: Predict the reactants needed to synthesize the given product. (1) Given the product [C:9]([N:8]1[C:6]2[CH:7]=[C:2]([Cl:1])[CH:3]=[CH:4][C:5]=2[CH:12]=[CH:13][C:17]2[N:18]=[C:19]([Cl:22])[CH:20]=[CH:21][C:16]=2[CH2:15]1)(=[O:11])[CH3:10], predict the reactants needed to synthesize it. The reactants are: [Cl:1][C:2]1[CH:3]=[CH:4][C:5]([CH:12]=[CH2:13])=[C:6]([NH:8][C:9](=[O:11])[CH3:10])[CH:7]=1.Br[CH2:15][C:16]1[C:17](Cl)=[N:18][C:19]([Cl:22])=[CH:20][CH:21]=1.C(N1C2C=CC=CC=2C=CC2N=C(Cl)C(F)=CC=2C1)(=O)C. (2) Given the product [F:20][C:21]1[CH:26]=[CH:25][C:24]([NH:27][C:28](=[O:29])[NH:1][C:2]2[CH:3]=[CH:4][C:5]([C:8]3[C:16]4[C:11](=[CH:12][N:13]=[CH:14][CH:15]=4)[NH:10][C:9]=3[C:17]([NH2:19])=[O:18])=[CH:6][CH:7]=2)=[CH:23][CH:22]=1, predict the reactants needed to synthesize it. The reactants are: [NH2:1][C:2]1[CH:7]=[CH:6][C:5]([C:8]2[C:16]3[C:11](=[CH:12][N:13]=[CH:14][CH:15]=3)[NH:10][C:9]=2[C:17]([NH2:19])=[O:18])=[CH:4][CH:3]=1.[F:20][C:21]1[CH:26]=[CH:25][C:24]([N:27]=[C:28]=[O:29])=[CH:23][CH:22]=1. (3) The reactants are: [CH2:1]([O:8][N:9]1[C:15](=[O:16])[N:14]2[CH2:17][C@H:10]1[CH2:11][CH2:12][C@H:13]2[C:18]([OH:20])=O)[C:2]1[CH:7]=[CH:6][CH:5]=[CH:4][CH:3]=1.[NH2:21][O:22][C@H:23]1[CH2:27][NH:26][C:25](=[O:28])[CH2:24]1.ON1C2C=CC=CC=2N=N1.Cl.C(N=C=NCCCN(C)C)C. Given the product [CH2:1]([O:8][N:9]1[C:15](=[O:16])[N:14]2[CH2:17][C@H:10]1[CH2:11][CH2:12][C@H:13]2[C:18]([NH:21][O:22][C@@H:23]1[CH2:24][C:25](=[O:28])[NH:26][CH2:27]1)=[O:20])[C:2]1[CH:3]=[CH:4][CH:5]=[CH:6][CH:7]=1, predict the reactants needed to synthesize it. (4) Given the product [CH3:6][O:7][C:8]1[CH:12]=[CH:11][S:10][C:9]=1[S:2]([Cl:1])(=[O:5])=[O:3], predict the reactants needed to synthesize it. The reactants are: [Cl:1][S:2]([OH:5])(=O)=[O:3].[CH3:6][O:7][C:8]1[CH:12]=[CH:11][S:10][CH:9]=1.O=P(Cl)(Cl)Cl.P(Cl)(Cl)(Cl)(Cl)Cl. (5) Given the product [Br:32][C:30]1[CH:31]=[CH:26][C:27]([C:33]([OH:35])([CH2:12][CH3:13])[CH2:3][CH3:4])=[N:28][CH:29]=1, predict the reactants needed to synthesize it. The reactants are: CO[C:3](=O)[C:4]1C=CC=C(Br)C=1.[C:12](OC1C=CC(Br)=CC=1C)(=O)[CH3:13].C([C:26]1[C:27]([C:33]([OH:35])=O)=[N:28][CH:29]=[C:30]([Br:32])[CH:31]=1)C.C([Mg]Br)C.